This data is from Reaction yield outcomes from USPTO patents with 853,638 reactions. The task is: Predict the reaction yield, written as a fraction of the theoretical maximum amount of product (1.0 means a 100% yield; for example, 0.34 means a 34% yield). The catalyst is CN(C=O)C. The yield is 0.940. The reactants are C(O[C:6](=O)[NH:7][C:8]1[CH:18]=[CH:17][C:11]2[C:12]([CH3:16])([CH3:15])[CH2:13][O:14][C:10]=2[CH:9]=1)(C)(C)C.[H-].[Na+].CI. The product is [CH3:15][C:12]1([CH3:16])[C:11]2[CH:17]=[CH:18][C:8]([NH:7][CH3:6])=[CH:9][C:10]=2[O:14][CH2:13]1.